From a dataset of Forward reaction prediction with 1.9M reactions from USPTO patents (1976-2016). Predict the product of the given reaction. (1) Given the reactants C(N(CC)CC)C.[CH3:8][S:9](Cl)(=[O:11])=[O:10].[O:13]([CH2:20][C:21]1([CH2:25][OH:26])[CH2:24][CH2:23][CH2:22]1)[C:14]1[CH:19]=[CH:18][CH:17]=[CH:16][CH:15]=1, predict the reaction product. The product is: [CH3:8][S:9]([O:26][CH2:25][C:21]1([CH2:20][O:13][C:14]2[CH:19]=[CH:18][CH:17]=[CH:16][CH:15]=2)[CH2:24][CH2:23][CH2:22]1)(=[O:11])=[O:10]. (2) The product is: [CH:1]1([CH2:7][NH:8][C:9]([C:11]2[C:12]3[CH2:20][CH2:19][NH:18][CH2:17][C:13]=3[N:14]=[CH:15][N:16]=2)=[O:10])[CH2:6][CH2:5][CH2:4][CH2:3][CH2:2]1. Given the reactants [CH:1]1([CH2:7][NH:8][C:9]([C:11]2[C:12]3[CH2:20][CH2:19][N:18](CC4C=CC=CC=4)[CH2:17][C:13]=3[N:14]=[CH:15][N:16]=2)=[O:10])[CH2:6][CH2:5][CH2:4][CH2:3][CH2:2]1, predict the reaction product. (3) Given the reactants [F:1][C:2]1[CH:3]=[C:4]2[C:8](=[CH:9][C:10]=1[F:11])[C:7](=[CH:12][C:13]1[CH:18]=[CH:17][C:16]([S:19][CH3:20])=[CH:15][CH:14]=1)[C:6]([CH3:21])=[C:5]2[CH2:22][C:23]([OH:25])=[O:24].CO.I([O-])(=O)(=O)=[O:29].[Na+].O, predict the reaction product. The product is: [F:1][C:2]1[CH:3]=[C:4]2[C:8](=[CH:9][C:10]=1[F:11])[C:7](=[CH:12][C:13]1[CH:18]=[CH:17][C:16]([S:19]([CH3:20])=[O:29])=[CH:15][CH:14]=1)[C:6]([CH3:21])=[C:5]2[CH2:22][C:23]([OH:25])=[O:24]. (4) The product is: [F:21][C:2]([F:1])([F:20])[O:3][C:4]1[CH:8]=[C:7]([NH2:9])[NH:6][N:5]=1. Given the reactants [F:1][C:2]([F:21])([F:20])[O:3][C:4]1[CH:8]=[C:7]([N:9]2C(=O)C3C(=CC=CC=3)C2=O)[NH:6][N:5]=1.O.NN.O, predict the reaction product. (5) Given the reactants [CH3:1][N:2]1[CH:6]=[C:5]([C:7]2[CH:12]=[CH:11][N:10]=[C:9]3[N:13]([S:24]([C:27]4[CH:32]=[CH:31][CH:30]=[CH:29][CH:28]=4)(=[O:26])=[O:25])[C:14]([C:16]4[CH:23]=[CH:22][C:19]([CH:20]=O)=[CH:18][CH:17]=4)=[CH:15][C:8]=23)[C:4]([C:33]2[CH:38]=[CH:37][C:36]([N+:39]([O-:41])=[O:40])=[CH:35][CH:34]=2)=[N:3]1.[N:42]1([CH2:48][CH2:49][OH:50])[CH2:47][CH2:46][NH:45][CH2:44][CH2:43]1, predict the reaction product. The product is: [CH3:1][N:2]1[CH:6]=[C:5]([C:7]2[CH:12]=[CH:11][N:10]=[C:9]3[N:13]([S:24]([C:27]4[CH:32]=[CH:31][CH:30]=[CH:29][CH:28]=4)(=[O:25])=[O:26])[C:14]([C:16]4[CH:17]=[CH:18][C:19]([CH2:20][N:45]5[CH2:46][CH2:47][N:42]([CH2:48][CH2:49][OH:50])[CH2:43][CH2:44]5)=[CH:22][CH:23]=4)=[CH:15][C:8]=23)[C:4]([C:33]2[CH:34]=[CH:35][C:36]([N+:39]([O-:41])=[O:40])=[CH:37][CH:38]=2)=[N:3]1. (6) Given the reactants NC1[C:3](C)=[CH:4][CH:5]=[CH:6][CH:7]=1.[C:9](#[N:11])[CH3:10].B(Cl)(Cl)Cl.[Cl-].[Al+3].[Cl-].[Cl-].Cl.[C:21](OCC)(=[O:23])[CH3:22], predict the reaction product. The product is: [C:21]([C:10]1[CH:7]=[CH:6][CH:5]=[C:4]([CH3:3])[C:9]=1[NH2:11])(=[O:23])[CH3:22].